Dataset: Forward reaction prediction with 1.9M reactions from USPTO patents (1976-2016). Task: Predict the product of the given reaction. Given the reactants [C:1]1([C:7]([C:17]2[CH:22]=[CH:21][CH:20]=[CH:19][CH:18]=2)([C:11]2[CH:16]=[CH:15][CH:14]=[CH:13][CH:12]=2)[C:8](O)=[O:9])[CH:6]=[CH:5][CH:4]=[CH:3][CH:2]=1.C(Cl)(=O)C([Cl:26])=O.Cl, predict the reaction product. The product is: [C:1]1([C:7]([C:17]2[CH:22]=[CH:21][CH:20]=[CH:19][CH:18]=2)([C:11]2[CH:16]=[CH:15][CH:14]=[CH:13][CH:12]=2)[C:8]([Cl:26])=[O:9])[CH:6]=[CH:5][CH:4]=[CH:3][CH:2]=1.